From a dataset of Blood-brain barrier permeability classification from the B3DB database. Regression/Classification. Given a drug SMILES string, predict its absorption, distribution, metabolism, or excretion properties. Task type varies by dataset: regression for continuous measurements (e.g., permeability, clearance, half-life) or binary classification for categorical outcomes (e.g., BBB penetration, CYP inhibition). Dataset: b3db_classification. (1) The molecule is COc1ccc(C(C)(C)C)cc1CNC1CCCNC1c1ccccc1. The result is 1 (penetrates BBB). (2) The drug is CC1(C)S[C@@H]2[C@@H](NC(=O)[C@H](N)c3ccc(O)cc3)C(=O)N2[C@H]1C(=O)O. The result is 0 (does not penetrate BBB). (3) The drug is C[C@@H]1C[C@H](OC(=O)[C@@H]2CCC(=O)N2)CC(C)(C)C1. The result is 1 (penetrates BBB).